Dataset: Reaction yield outcomes from USPTO patents with 853,638 reactions. Task: Predict the reaction yield, written as a fraction of the theoretical maximum amount of product (1.0 means a 100% yield; for example, 0.34 means a 34% yield). (1) The reactants are [CH2:1]([O:5][C:6]1[CH:7]=[C:8]([CH2:12][C:13](Cl)=[N:14][OH:15])[CH:9]=[CH:10][CH:11]=1)[CH2:2][CH2:3][CH3:4].[C:17]([C:19]1[C:20]([NH2:26])=[N:21][C:22]([NH2:25])=[CH:23][CH:24]=1)#[CH:18].C(N(CC)CC)C. The catalyst is O1CCCC1. The product is [CH2:1]([O:5][C:6]1[CH:7]=[C:8]([CH:9]=[CH:10][CH:11]=1)[CH2:12][C:13]1[CH:18]=[C:17]([C:19]2[C:20]([NH2:26])=[N:21][C:22]([NH2:25])=[CH:23][CH:24]=2)[O:15][N:14]=1)[CH2:2][CH2:3][CH3:4]. The yield is 0.210. (2) The reactants are [NH2:1][C:2]1[C:10]2[C:5](=[CH:6][CH:7]=[CH:8][C:9]=2[O:11][CH3:12])[N:4]([CH2:13][C:14]2[CH:22]=[CH:21][C:17]([C:18]([NH2:20])=[O:19])=[CH:16][CH:15]=2)[N:3]=1.[CH3:23][C:24]1[S:28][C:27]([S:29](Cl)(=[O:31])=[O:30])=[CH:26][CH:25]=1. The catalyst is N1C=CC=CC=1. The product is [CH3:12][O:11][C:9]1[CH:8]=[CH:7][CH:6]=[C:5]2[C:10]=1[C:2]([NH:1][S:29]([C:27]1[S:28][C:24]([CH3:23])=[CH:25][CH:26]=1)(=[O:31])=[O:30])=[N:3][N:4]2[CH2:13][C:14]1[CH:15]=[CH:16][C:17]([C:18]([NH2:20])=[O:19])=[CH:21][CH:22]=1. The yield is 0.140. (3) The reactants are [Cl:1][C:2]1[CH:10]=[C:9]([CH3:11])[C:8]([I:12])=[CH:7][C:3]=1[C:4]([OH:6])=[O:5].S(=O)(=O)(O)O.[CH3:18]O. No catalyst specified. The product is [Cl:1][C:2]1[CH:10]=[C:9]([CH3:11])[C:8]([I:12])=[CH:7][C:3]=1[C:4]([O:6][CH3:18])=[O:5]. The yield is 0.880.